This data is from Catalyst prediction with 721,799 reactions and 888 catalyst types from USPTO. The task is: Predict which catalyst facilitates the given reaction. (1) Reactant: [CH2:1]([O:8][C:9]1[CH:10]=[C:11]([CH2:16][OH:17])[CH:12]=[CH:13][C:14]=1[F:15])[C:2]1[CH:7]=[CH:6][CH:5]=[CH:4][CH:3]=1. Product: [CH2:1]([O:8][C:9]1[CH:10]=[C:11]([CH:12]=[CH:13][C:14]=1[F:15])[CH:16]=[O:17])[C:2]1[CH:3]=[CH:4][CH:5]=[CH:6][CH:7]=1. The catalyst class is: 485. (2) Reactant: [CH3:1][N:2]1[C:7](=[O:8])[C:6]2[C:9]([C:13]([O:15][CH3:16])=[O:14])=[C:10]([CH3:12])[S:11][C:5]=2[N:4]([CH2:17][CH:18]([CH3:20])[CH3:19])[C:3]1=[O:21].BrN1C(=O)CCC1=O.C(=O)(O)[O-].[Na+].[CH3:35][C:36]1[NH:37][C:38]2[C:43]([CH:44]=1)=[CH:42][CH:41]=[CH:40][CH:39]=2. Product: [CH3:1][N:2]1[C:7](=[O:8])[C:6]2[C:9]([C:13]([O:15][CH3:16])=[O:14])=[C:10]([CH2:12][C:44]3[C:43]4[C:38](=[CH:39][CH:40]=[CH:41][CH:42]=4)[NH:37][C:36]=3[CH3:35])[S:11][C:5]=2[N:4]([CH2:17][CH:18]([CH3:19])[CH3:20])[C:3]1=[O:21]. The catalyst class is: 22. (3) Reactant: [F:1][C:2]1[C:3]([CH2:24][N:25]([CH3:33])[C:26](=[O:32])[O:27][C:28]([CH3:31])([CH3:30])[CH3:29])=[CH:4][N:5]([S:14]([C:17]2[O:18][C:19]([CH:22]=[O:23])=[CH:20][CH:21]=2)(=[O:16])=[O:15])[C:6]=1[C:7]1[C:8]([F:13])=[N:9][CH:10]=[CH:11][CH:12]=1.[CH3:34][Mg]Br.Cl. Product: [F:1][C:2]1[C:3]([CH2:24][N:25]([CH3:33])[C:26](=[O:32])[O:27][C:28]([CH3:29])([CH3:30])[CH3:31])=[CH:4][N:5]([S:14]([C:17]2[O:18][C:19]([CH:22]([OH:23])[CH3:34])=[CH:20][CH:21]=2)(=[O:15])=[O:16])[C:6]=1[C:7]1[C:8]([F:13])=[N:9][CH:10]=[CH:11][CH:12]=1. The catalyst class is: 7. (4) Reactant: [C:1]([O:5][C:6]([N:8]1[CH2:13][CH:12]=[C:11]([C:14]2[C:22]3[C:17](=[N:18][CH:19]=[CH:20][CH:21]=3)[NH:16][CH:15]=2)[CH2:10][CH2:9]1)=[O:7])([CH3:4])([CH3:3])[CH3:2]. Product: [C:1]([O:5][C:6]([N:8]1[CH2:9][CH2:10][CH:11]([C:14]2[C:22]3[C:17](=[N:18][CH:19]=[CH:20][CH:21]=3)[NH:16][CH:15]=2)[CH2:12][CH2:13]1)=[O:7])([CH3:4])([CH3:2])[CH3:3]. The catalyst class is: 867. (5) Reactant: CCN(S(F)(F)[F:7])CC.O[C@@H:11]1[C@H:15]([CH3:16])[N:14]([C:17]([O:19][C:20]([CH3:23])([CH3:22])[CH3:21])=[O:18])[C@H:13]([C:24]([O:26][CH3:27])=[O:25])[CH2:12]1. Product: [F:7][C@H:11]1[C@H:15]([CH3:16])[N:14]([C:17]([O:19][C:20]([CH3:23])([CH3:22])[CH3:21])=[O:18])[C@H:13]([C:24]([O:26][CH3:27])=[O:25])[CH2:12]1. The catalyst class is: 4.